From a dataset of Full USPTO retrosynthesis dataset with 1.9M reactions from patents (1976-2016). Predict the reactants needed to synthesize the given product. (1) Given the product [C:22]([O:21][C:19]([N:6]1[CH2:7][CH2:8][C:9]2[C:14](=[CH:13][C:12]([C:15]([OH:17])=[O:16])=[CH:11][CH:10]=2)[CH:5]1[CH2:1][CH2:2][CH2:3][CH3:4])=[O:20])([CH3:25])([CH3:24])[CH3:23], predict the reactants needed to synthesize it. The reactants are: [CH2:1]([CH:5]1[C:14]2[C:9](=[CH:10][CH:11]=[C:12]([C:15]([O:17]C)=[O:16])[CH:13]=2)[CH2:8][CH2:7][N:6]1[C:19]([O:21][C:22]([CH3:25])([CH3:24])[CH3:23])=[O:20])[CH2:2][CH2:3][CH3:4].O.[OH-].[Li+]. (2) Given the product [CH2:9]([O:11][C:12]([C:13]1[CH:17]=[C:18]([C:19]2[CH:20]=[CH:21][CH:22]=[CH:23][CH:24]=2)[N:1]([C:2]2[CH:3]=[C:4]([CH3:8])[CH:5]=[CH:6][CH:7]=2)[C:14]=1[CH3:15])=[O:26])[CH3:10], predict the reactants needed to synthesize it. The reactants are: [NH2:1][C:2]1[CH:7]=[CH:6][CH:5]=[C:4]([CH3:8])[CH:3]=1.[CH2:9]([O:11][C:12](=[O:26])[CH:13]([CH2:17][C:18](=O)[C:19]1[CH:24]=[CH:23][CH:22]=[CH:21][CH:20]=1)[C:14](=O)[CH3:15])[CH3:10].CC1C=CC(S(O)(=O)=O)=CC=1. (3) Given the product [N:34]12[CH2:41][CH2:40][CH:37]([CH2:38][CH2:39]1)[C@@H:36]([O:4][C:3](=[O:5])[C:2]([OH:1])([C:6]1[CH:11]=[CH:10][CH:9]=[C:8]([O:12][CH3:13])[CH:7]=1)[C:14]1[CH:19]=[CH:18][CH:17]=[C:16]([O:20][CH3:21])[CH:15]=1)[CH2:35]2, predict the reactants needed to synthesize it. The reactants are: [OH:1][C:2]([C:14]1[CH:19]=[CH:18][CH:17]=[C:16]([O:20][CH3:21])[CH:15]=1)([C:6]1[CH:11]=[CH:10][CH:9]=[C:8]([O:12][CH3:13])[CH:7]=1)[C:3]([OH:5])=[O:4].C1N=CN(C(N2C=NC=C2)=O)C=1.[N:34]12[CH2:41][CH2:40][CH:37]([CH2:38][CH2:39]1)[C@@H:36](O)[CH2:35]2. (4) Given the product [CH3:32][S:33]([OH:36])(=[O:35])=[O:34].[C:1]([CH:4]1[CH2:9][CH2:8][N:7]([C:10]2[N:19]=[C:18]([NH:20][CH2:21][C:22]3[CH:27]=[CH:26][C:25]4[O:28][CH2:29][O:30][C:24]=4[CH:23]=3)[C:17]3[C:12](=[CH:13][CH:14]=[C:15]([Cl:31])[CH:16]=3)[N:11]=2)[CH2:6][CH2:5]1)([OH:3])=[O:2], predict the reactants needed to synthesize it. The reactants are: [C:1]([CH:4]1[CH2:9][CH2:8][N:7]([C:10]2[N:19]=[C:18]([NH:20][CH2:21][C:22]3[CH:27]=[CH:26][C:25]4[O:28][CH2:29][O:30][C:24]=4[CH:23]=3)[C:17]3[C:12](=[CH:13][CH:14]=[C:15]([Cl:31])[CH:16]=3)[N:11]=2)[CH2:6][CH2:5]1)([OH:3])=[O:2].[CH3:32][S:33]([OH:36])(=[O:35])=[O:34].